The task is: Predict the reactants needed to synthesize the given product.. This data is from Full USPTO retrosynthesis dataset with 1.9M reactions from patents (1976-2016). Given the product [F:1][C:2]1[CH:3]=[C:4]([O:8][CH2:16][C:17]#[N:18])[CH:5]=[N:6][CH:7]=1, predict the reactants needed to synthesize it. The reactants are: [F:1][C:2]1[CH:3]=[C:4]([OH:8])[CH:5]=[N:6][CH:7]=1.C([O-])([O-])=O.[K+].[K+].Br[CH2:16][C:17]#[N:18].